This data is from Reaction yield outcomes from USPTO patents with 853,638 reactions. The task is: Predict the reaction yield, written as a fraction of the theoretical maximum amount of product (1.0 means a 100% yield; for example, 0.34 means a 34% yield). (1) The reactants are Cl[C:2]1[N:7]=[C:6]([C:8]2[N:12]3[CH:13]=[C:14]([F:17])[CH:15]=[CH:16][C:11]3=[N:10][CH:9]=2)[N:5]=[C:4]([NH:18][C@@H:19]2[CH2:24][CH2:23][CH2:22][N:21]([C:25]([O:27][C:28]([CH3:31])([CH3:30])[CH3:29])=[O:26])[CH2:20]2)[CH:3]=1.[CH3:32][O:33][CH2:34][CH2:35][NH2:36].C(OC(N1CCC[C@@H](NC2N=C(C3N4C=C(F)C=CC4=NC=3)N=C(N3CCN(C(OCC4C=CC=CC=4)=O)CC3)C=2)C1)=O)(C)(C)C. The catalyst is CN1CCCC1=O. The product is [F:17][C:14]1[CH:15]=[CH:16][C:11]2[N:12]([C:8]([C:6]3[N:5]=[C:4]([NH:18][C@@H:19]4[CH2:24][CH2:23][CH2:22][N:21]([C:25]([O:27][C:28]([CH3:31])([CH3:30])[CH3:29])=[O:26])[CH2:20]4)[CH:3]=[C:2]([NH:36][CH2:35][CH2:34][O:33][CH3:32])[N:7]=3)=[CH:9][N:10]=2)[CH:13]=1. The yield is 0.570. (2) The reactants are [NH:1]1[CH:5]=[CH:4][N:3]=[C:2]1[C:6]1[NH:7][CH:8]=[CH:9][N:10]=1.Br[C:12]1[CH:17]=[CH:16][C:15]([N:18]2[C:31]3[CH:30]=[CH:29][CH:28]=[CH:27][C:26]=3[S:25][C:24]3[C:19]2=[CH:20][CH:21]=[CH:22][CH:23]=3)=[CH:14][CH:13]=1.C([O-])([O-])=O.[Cs+].[Cs+]. The product is [CH:20]1[C:19]2[N:18]([C:15]3[CH:14]=[CH:13][C:12]([N:1]4[CH:5]=[CH:4][N:3]=[C:2]4[C:6]4[N:10]([C:12]5[CH:13]=[CH:14][C:15]([N:18]6[C:31]7[CH:30]=[CH:29][CH:28]=[CH:27][C:26]=7[S:25][C:24]7[C:19]6=[CH:20][CH:21]=[CH:22][CH:23]=7)=[CH:16][CH:17]=5)[CH:9]=[CH:8][N:7]=4)=[CH:17][CH:16]=3)[C:31]3[C:26](=[CH:27][CH:28]=[CH:29][CH:30]=3)[S:25][C:24]=2[CH:23]=[CH:22][CH:21]=1. The yield is 0.460. The catalyst is CN(C=O)C. (3) The reactants are [C:1]([CH2:3][C:4]([O:6][CH3:7])=[O:5])#[N:2].C(N(C(C)C)CC)(C)C.Br[CH:18]([CH3:28])[C:19]([C:21]1[CH:26]=[CH:25][CH:24]=[CH:23][C:22]=1[F:27])=[O:20]. The catalyst is O1CCCC1. The product is [C:1]([CH:3]([CH:18]([CH3:28])[C:19]([C:21]1[CH:26]=[CH:25][CH:24]=[CH:23][C:22]=1[F:27])=[O:20])[C:4]([O:6][CH3:7])=[O:5])#[N:2]. The yield is 0.800. (4) The reactants are [B-](F)(F)(F)[F:2].CN(C(ON1[C:19](=O)[CH2:18][CH2:17]C1=O)=[N+](C)C)C.FC1C=C(N2CCC[C@@H]2[C:33]2[CH:34]=[C:35]([C:50](O)=[O:51])[CH:36]=[C:37]3[C:42]=2[O:41][C:40]([N:43]2[CH2:48][CH2:47][O:46][CH2:45][CH2:44]2)=[CH:39][C:38]3=[O:49])C=CC=1.Cl.[CH3:54][NH:55][CH3:56].[CH3:57][CH2:58][N:59]([CH:63]([CH3:65])[CH3:64])[CH:60]([CH3:62])C. The catalyst is C(Cl)Cl. The product is [F:2][C:17]1[CH:65]=[C:63]([N:59]2[CH2:58][CH2:57][CH2:62][C@@H:60]2[C:39]2[C:38](=[O:49])[C:37]3[C:42](=[CH:33][CH:34]=[C:35]([C:50]([N:55]([CH3:56])[CH3:54])=[O:51])[CH:36]=3)[O:41][C:40]=2[N:43]2[CH2:44][CH2:45][O:46][CH2:47][CH2:48]2)[CH:64]=[CH:19][CH:18]=1. The yield is 0.530. (5) The reactants are [Cl:1][C:2]1[N:11]=[C:10](Cl)[C:9]2[C:4](=[CH:5][CH:6]=[CH:7][CH:8]=2)[N:3]=1.[NH:13]1[CH2:18][CH2:17][O:16][CH2:15][CH2:14]1. The catalyst is C(OCC)C. The product is [Cl:1][C:2]1[N:11]=[C:10]([N:13]2[CH2:18][CH2:17][O:16][CH2:15][CH2:14]2)[C:9]2[C:4](=[CH:5][CH:6]=[CH:7][CH:8]=2)[N:3]=1. The yield is 0.460. (6) The reactants are [Br:1][C:2]1[CH:7]=[CH:6][C:5]([C:8](=O)[CH2:9][NH:10][C:11]([CH:13]2[CH2:17][C:16]3([CH2:22][CH2:21][O:20][CH2:19][CH2:18]3)[CH2:15][N:14]2[C:23](=[O:33])[C@@H:24]([NH:28][C:29](=[O:32])[O:30][CH3:31])[CH:25]([CH3:27])[CH3:26])=O)=[CH:4][CH:3]=1.O1CCOCC1.C([O-])(=O)C.[NH4+:45]. The catalyst is CCOC(C)=O. The product is [Br:1][C:2]1[CH:7]=[CH:6][C:5]([C:8]2[NH:45][C:11]([CH:13]3[CH2:17][C:16]4([CH2:22][CH2:21][O:20][CH2:19][CH2:18]4)[CH2:15][N:14]3[C:23](=[O:33])[C@@H:24]([NH:28][C:29](=[O:32])[O:30][CH3:31])[CH:25]([CH3:27])[CH3:26])=[N:10][CH:9]=2)=[CH:4][CH:3]=1. The yield is 0.881. (7) The reactants are [Br:1][C:2]1[CH:3]=[C:4]([NH:10][C:11]2[N:12]=[CH:13][C:14]([N:17]3[CH2:22][CH2:21][N:20](C(OC(C)(C)C)=O)[CH2:19][CH2:18]3)=[N:15][CH:16]=2)[C:5](=[O:9])[N:6]([CH3:8])[CH:7]=1. The catalyst is Cl.O1CCOCC1. The product is [Br:1][C:2]1[CH:3]=[C:4]([NH:10][C:11]2[CH:16]=[N:15][C:14]([N:17]3[CH2:18][CH2:19][NH:20][CH2:21][CH2:22]3)=[CH:13][N:12]=2)[C:5](=[O:9])[N:6]([CH3:8])[CH:7]=1. The yield is 0.980. (8) The reactants are [CH:1]1[C:13]2[CH:12]([CH2:14][O:15]C(Cl)=O)[C:11]3[C:6](=[CH:7][CH:8]=[CH:9][CH:10]=3)[C:5]=2[CH:4]=[CH:3][CH:2]=1.[NH2:19][C@H:20]1[CH2:43][CH2:42][C@@:41]2([CH3:44])[C@H:22]([CH2:23][CH2:24][C@@H:25]3[C@@H:40]2[CH2:39][CH2:38][C@@:37]2([CH3:45])[C@H:26]3[CH2:27][CH2:28][C@@H:29]2[C@H:30]([CH3:36])[CH2:31][CH2:32][C:33]([OH:35])=[O:34])[CH2:21]1.O. The catalyst is O1CCOCC1.C([O-])([O-])=O.[Na+].[Na+]. The product is [CH:1]1[C:13]2[CH:12]([CH2:14][O:15][NH:19][C@H:20]3[CH2:43][CH2:42][C@@:41]4([CH3:44])[C@H:22]([CH2:23][CH2:24][C@@H:25]5[C@@H:40]4[CH2:39][CH2:38][C@@:37]4([CH3:45])[C@H:26]5[CH2:27][CH2:28][C@@H:29]4[C@H:30]([CH3:36])[CH2:31][CH2:32][C:33]([OH:35])=[O:34])[CH2:21]3)[C:11]3[C:6](=[CH:7][CH:8]=[CH:9][CH:10]=3)[C:5]=2[CH:4]=[CH:3][CH:2]=1. The yield is 0.690.